This data is from Forward reaction prediction with 1.9M reactions from USPTO patents (1976-2016). The task is: Predict the product of the given reaction. (1) Given the reactants CCN(C(C)C)C(C)C.[N:10]1[C:19]2[C:14](=[CH:15][CH:16]=[CH:17][CH:18]=2)[C:13]([C:20]([OH:22])=O)=[CH:12][CH:11]=1.CN(C(ON1N=NC2C=CC=CC1=2)=[N+](C)C)C.[B-](F)(F)(F)F.[NH:45]1[CH2:50][CH:49]=[C:48]([C:51]2[CH:52]=[CH:53][C:54]([CH2:57][C@@H:58]([C:70]([O:72]C)=[O:71])[NH:59][C:60](=[O:69])[C:61]3[C:66]([Cl:67])=[CH:65][CH:64]=[CH:63][C:62]=3[Cl:68])=[N:55][CH:56]=2)[CH2:47][CH2:46]1.[Li+].[OH-], predict the reaction product. The product is: [Cl:68][C:62]1[CH:63]=[CH:64][CH:65]=[C:66]([Cl:67])[C:61]=1[C:60]([NH:59][C@H:58]([C:70]([OH:72])=[O:71])[CH2:57][C:54]1[N:55]=[CH:56][C:51]([C:48]2[CH2:49][CH2:50][N:45]([C:20]([C:13]3[C:14]4[C:19](=[CH:18][CH:17]=[CH:16][CH:15]=4)[N:10]=[CH:11][CH:12]=3)=[O:22])[CH2:46][CH:47]=2)=[CH:52][CH:53]=1)=[O:69]. (2) Given the reactants [N:1]1([CH2:7][C@@H:8]2[CH2:13][CH2:12][CH2:11][N:10]([C:14]([O:16][C:17]([CH3:20])([CH3:19])[CH3:18])=[O:15])[CH2:9]2)[CH2:6][CH2:5][NH:4][CH2:3][CH2:2]1.[C:21]1([N:27]=[C:28]=[O:29])[CH:26]=[CH:25][CH:24]=[CH:23][CH:22]=1, predict the reaction product. The product is: [NH:27]([C:28]([N:4]1[CH2:5][CH2:6][N:1]([CH2:7][C@@H:8]2[CH2:13][CH2:12][CH2:11][N:10]([C:14]([O:16][C:17]([CH3:20])([CH3:19])[CH3:18])=[O:15])[CH2:9]2)[CH2:2][CH2:3]1)=[O:29])[C:21]1[CH:26]=[CH:25][CH:24]=[CH:23][CH:22]=1.